From a dataset of Full USPTO retrosynthesis dataset with 1.9M reactions from patents (1976-2016). Predict the reactants needed to synthesize the given product. (1) Given the product [OH:17][CH2:21][CH2:20][O:1][CH:2]1[CH2:3][CH:4]([N:6]2[C:14](=[O:15])[C:13]3[C:8](=[CH:9][CH:10]=[CH:11][CH:12]=3)[C:7]2=[O:16])[CH2:5]1, predict the reactants needed to synthesize it. The reactants are: [OH:1][CH:2]1[CH2:5][CH:4]([N:6]2[C:14](=[O:15])[C:13]3[C:8](=[CH:9][CH:10]=[CH:11][CH:12]=3)[C:7]2=[O:16])[CH2:3]1.[O:17]1[CH2:21][CH2:20]OC1=O.[F-].C([N+](CCCC)(CCCC)CCCC)CCC. (2) Given the product [CH3:7][C:6]1[N:5]([C@H:8]2[CH2:13][CH2:12][C@H:11]([OH:14])[CH2:10][CH2:9]2)[N:4]=[CH:3][C:2]=1[B:27]1[O:31][C:30]([CH3:33])([CH3:32])[C:29]([CH3:35])([CH3:34])[O:28]1, predict the reactants needed to synthesize it. The reactants are: I[C:2]1[CH:3]=[N:4][N:5]([C@H:8]2[CH2:13][CH2:12][C@H:11]([OH:14])[CH2:10][CH2:9]2)[C:6]=1[CH3:7].C1COCC1.C([Mg]Cl)(C)C.CO[B:27]1[O:31][C:30]([CH3:33])([CH3:32])[C:29]([CH3:35])([CH3:34])[O:28]1.